From a dataset of NCI-60 drug combinations with 297,098 pairs across 59 cell lines. Regression. Given two drug SMILES strings and cell line genomic features, predict the synergy score measuring deviation from expected non-interaction effect. Drug 1: C1C(C(OC1N2C=NC3=C(N=C(N=C32)Cl)N)CO)O. Drug 2: C#CCC(CC1=CN=C2C(=N1)C(=NC(=N2)N)N)C3=CC=C(C=C3)C(=O)NC(CCC(=O)O)C(=O)O. Cell line: TK-10. Synergy scores: CSS=42.3, Synergy_ZIP=-6.50, Synergy_Bliss=-11.8, Synergy_Loewe=-17.1, Synergy_HSA=-9.78.